Task: Predict which catalyst facilitates the given reaction.. Dataset: Catalyst prediction with 721,799 reactions and 888 catalyst types from USPTO (1) Reactant: C1C=CC2N(O)N=[N:7]C=2C=1.CCN=C=NCCCN(C)C.Cl.Cl.CCN(C(C)C)C(C)C.[C:33]([O:37][C:38]([N:40]1[CH2:45][CH2:44][CH:43]([C:46]2[CH:51]=[CH:50][C:49]([NH:52][C:53]3[N:58]=[C:57]([CH2:59][CH2:60][C:61]4[CH:66]=[CH:65][CH:64]=[CH:63][C:62]=4[C:67]4([C:70]([OH:72])=O)[CH2:69][CH2:68]4)[C:56]([C:73]([F:76])([F:75])[F:74])=[CH:55][N:54]=3)=[CH:48][CH:47]=2)[CH2:42][CH2:41]1)=[O:39])([CH3:36])([CH3:35])[CH3:34].C(=O)([O-])[O-].[NH4+].[NH4+]. Product: [C:70]([C:67]1([C:62]2[CH:63]=[CH:64][CH:65]=[CH:66][C:61]=2[CH2:60][CH2:59][C:57]2[C:56]([C:73]([F:75])([F:74])[F:76])=[CH:55][N:54]=[C:53]([NH:52][C:49]3[CH:48]=[CH:47][C:46]([CH:43]4[CH2:44][CH2:45][N:40]([C:38]([O:37][C:33]([CH3:35])([CH3:34])[CH3:36])=[O:39])[CH2:41][CH2:42]4)=[CH:51][CH:50]=3)[N:58]=2)[CH2:68][CH2:69]1)(=[O:72])[NH2:7]. The catalyst class is: 118. (2) Reactant: [Cl:1][C:2]1[CH:7]=[CH:6][C:5]([CH:8]([C:20]2[CH:28]=[CH:27][C:23]([C:24]([OH:26])=O)=[CH:22][CH:21]=2)[CH2:9][C:10]([C:12]2[CH:17]=[CH:16][C:15](=[O:18])[N:14]([CH3:19])[CH:13]=2)=[O:11])=[C:4]([F:29])[CH:3]=1.[CH2:30]([CH2:32][NH2:33])[OH:31].F[P-](F)(F)(F)(F)F.N1(O[P+](N(C)C)(N(C)C)N(C)C)C2C=CC=CC=2N=N1. Product: [Cl:1][C:2]1[CH:7]=[CH:6][C:5]([CH:8]([C:20]2[CH:28]=[CH:27][C:23]([C:24]([NH:33][CH2:32][CH2:30][OH:31])=[O:26])=[CH:22][CH:21]=2)[CH2:9][C:10]([C:12]2[CH:17]=[CH:16][C:15](=[O:18])[N:14]([CH3:19])[CH:13]=2)=[O:11])=[C:4]([F:29])[CH:3]=1. The catalyst class is: 7.